From a dataset of Forward reaction prediction with 1.9M reactions from USPTO patents (1976-2016). Predict the product of the given reaction. The product is: [C:7]1([NH:12][CH2:11][C@H:13]2[C@H:15]([C:16]3[CH:17]=[CH:18][CH:19]=[CH:20][CH:21]=3)[NH:14]2)[CH:1]=[CH:6][CH:5]=[CH:9][CH:8]=1. Given the reactants [C:1]1([CH:7]2[N:12]3[CH:8]2[CH:9](O)O[CH:11]3[CH:13]2[CH:15]([C:16]3[CH:21]=[CH:20][CH:19]=[CH:18][CH:17]=3)[NH:14]2)[CH:6]=[CH:5]C=CC=1.NC1C=CC=CC=1.[BH3-]C#N.[Na+].C([O-])(O)=O.[Na+], predict the reaction product.